This data is from Forward reaction prediction with 1.9M reactions from USPTO patents (1976-2016). The task is: Predict the product of the given reaction. Given the reactants [C:1]([N:8]([CH3:28])[CH:9]1[CH2:14][CH2:13][CH:12]([NH:15][CH2:16][C:17]2[CH:18]=[C:19](B(O)O)[CH:20]=[CH:21][C:22]=2[O:23][CH3:24])[CH2:11][CH2:10]1)([O:3][C:4]([CH3:7])([CH3:6])[CH3:5])=[O:2].Br[C:30]1[CH:35]=[CH:34][C:33]([NH:36][S:37]([CH3:40])(=[O:39])=[O:38])=[CH:32][CH:31]=1, predict the reaction product. The product is: [CH3:40][S:37]([NH:36][C:33]1[CH:32]=[CH:31][C:30]([C:19]2[CH:20]=[CH:21][C:22]([O:23][CH3:24])=[C:17]([CH2:16][NH:15][CH:12]3[CH2:13][CH2:14][CH:9]([N:8]([CH3:28])[C:1](=[O:2])[O:3][C:4]([CH3:7])([CH3:6])[CH3:5])[CH2:10][CH2:11]3)[CH:18]=2)=[CH:35][CH:34]=1)(=[O:39])=[O:38].